This data is from KCNQ2 potassium channel screen with 302,405 compounds. The task is: Binary Classification. Given a drug SMILES string, predict its activity (active/inactive) in a high-throughput screening assay against a specified biological target. (1) The drug is Fc1c2c(NC(=O)CC34CC5CC(C3)CC(C4)C5)nn(c2ccc1)C. The result is 1 (active). (2) The molecule is S(c1n(CCOc2ccc(cc2)C(=O)C)c2c(n1)cccc2)CC(O)=O. The result is 0 (inactive).